This data is from Full USPTO retrosynthesis dataset with 1.9M reactions from patents (1976-2016). The task is: Predict the reactants needed to synthesize the given product. Given the product [O:6]1[CH2:11][CH2:10][CH2:9][CH2:8][CH:7]1[O:4][CH2:3][CH2:2][CH2:1][OH:5], predict the reactants needed to synthesize it. The reactants are: [CH2:1]([OH:5])[CH2:2][CH2:3][OH:4].[O:6]1[CH:11]=[CH:10][CH2:9][CH2:8][CH2:7]1.